This data is from Catalyst prediction with 721,799 reactions and 888 catalyst types from USPTO. The task is: Predict which catalyst facilitates the given reaction. (1) Reactant: [CH3:1][C:2]1[S:3][C:4]2[CH:10]=[C:9]([N+:11]([O-])=O)[CH:8]=[CH:7][C:5]=2[N:6]=1.[C:14](OC(=O)C)(=[O:16])[CH3:15]. The catalyst class is: 180. Product: [CH3:1][C:2]1[S:3][C:4]2[CH:10]=[C:9]([NH:11][C:14](=[O:16])[CH3:15])[CH:8]=[CH:7][C:5]=2[N:6]=1. (2) Reactant: [F:1][C:2]1[CH:7]=[CH:6][CH:5]=[C:4]([O:8][CH3:9])[CH:3]=1.C([Li])CCC.[C:15]([O:19][C:20]([N:22]1[CH2:27][CH2:26][C:25](=[O:28])[CH2:24][CH2:23]1)=[O:21])([CH3:18])([CH3:17])[CH3:16].[Cl-].[NH4+]. Product: [C:15]([O:19][C:20]([N:22]1[CH2:27][CH2:26][C:25]([C:3]2[C:4]([O:8][CH3:9])=[CH:5][CH:6]=[CH:7][C:2]=2[F:1])([OH:28])[CH2:24][CH2:23]1)=[O:21])([CH3:18])([CH3:16])[CH3:17]. The catalyst class is: 56. (3) Product: [N:34]1[CH:35]=[CH:36][CH:37]=[C:32]([N:31]([C:27]2[CH:28]=[CH:29][CH:30]=[C:25]([C:16]3[C:17]4[C:12](=[CH:11][C:10]([O:9][CH3:8])=[C:19]5[O:20][C:21]([CH3:24])([CH3:23])[CH2:22][C:18]5=4)[CH2:13][C:14]([CH3:39])([CH3:38])[N:15]=3)[CH:26]=2)[C:6]([NH2:5])=[O:7])[CH:33]=1. The catalyst class is: 30. Reactant: ClS([N:5]=[C:6]=[O:7])(=O)=O.[CH3:8][O:9][C:10]1[CH:11]=[C:12]2[C:17](=[C:18]3[CH2:22][C:21]([CH3:24])([CH3:23])[O:20][C:19]=13)[C:16]([C:25]1[CH:26]=[C:27]([NH:31][C:32]3[CH:33]=[N:34][CH:35]=[CH:36][CH:37]=3)[CH:28]=[CH:29][CH:30]=1)=[N:15][C:14]([CH3:39])([CH3:38])[CH2:13]2.C(O)(=O)C.[OH-].[Na+]. (4) Reactant: [CH3:1][O:2][C:3](=[O:15])[C:4]1[C:5](=[C:10](I)[CH:11]=[CH:12][CH:13]=1)[C:6]([O:8][CH3:9])=[O:7].[Si:16]([O:23][C:24]1[CH:25]=[C:26]([NH2:32])[CH:27]=[CH:28][C:29]=1[O:30][CH3:31])([C:19]([CH3:22])([CH3:21])[CH3:20])([CH3:18])[CH3:17].C1C=CC(P(C2C(C3C(P(C4C=CC=CC=4)C4C=CC=CC=4)=CC=C4C=3C=CC=C4)=C3C(C=CC=C3)=CC=2)C2C=CC=CC=2)=CC=1.C(=O)([O-])[O-].[Cs+].[Cs+]. Product: [CH3:1][O:2][C:3](=[O:15])[C:4]1[C:5](=[C:10]([NH:32][C:26]2[CH:27]=[CH:28][C:29]([O:30][CH3:31])=[C:24]([O:23][Si:16]([C:19]([CH3:22])([CH3:21])[CH3:20])([CH3:18])[CH3:17])[CH:25]=2)[CH:11]=[CH:12][CH:13]=1)[C:6]([O:8][CH3:9])=[O:7]. The catalyst class is: 835. (5) Reactant: C(OC([N:8]([CH2:12][C:13]1[CH:14]=[C:15]([NH:20][C:21](=[O:51])[CH2:22][N:23]2[CH:27]=[C:26]([O:28][C:29]3[C:38]4[C:33](=[CH:34][C:35]([O:41][CH2:42][CH2:43][O:44]C5CCCCO5)=[C:36]([O:39][CH3:40])[CH:37]=4)[N:32]=[CH:31][N:30]=3)[CH:25]=[N:24]2)[CH:16]=[C:17]([CH3:19])[CH:18]=1)[CH:9]1[CH2:11][CH2:10]1)=O)(C)(C)C.C(O)(=O)C.O. Product: [CH:9]1([NH:8][CH2:12][C:13]2[CH:14]=[C:15]([NH:20][C:21](=[O:51])[CH2:22][N:23]3[CH:27]=[C:26]([O:28][C:29]4[C:38]5[C:33](=[CH:34][C:35]([O:41][CH2:42][CH2:43][OH:44])=[C:36]([O:39][CH3:40])[CH:37]=5)[N:32]=[CH:31][N:30]=4)[CH:25]=[N:24]3)[CH:16]=[C:17]([CH3:19])[CH:18]=2)[CH2:11][CH2:10]1. The catalyst class is: 1. (6) Reactant: O[C@@H](C1C=CC=CC=1)C(O)=O.[CH3:12][C@H:13]1[CH2:18][CH2:17][CH2:16][NH:15][CH2:14]1.[OH-].[Na+].[CH3:21][C:22]([O:25][C:26](O[C:26]([O:25][C:22]([CH3:24])([CH3:23])[CH3:21])=[O:27])=[O:27])([CH3:24])[CH3:23]. Product: [CH3:12][C@H:13]1[CH2:18][CH2:17][CH2:16][N:15]([C:26]([O:25][C:22]([CH3:24])([CH3:23])[CH3:21])=[O:27])[CH2:14]1. The catalyst class is: 1.